Regression. Given a peptide amino acid sequence and an MHC pseudo amino acid sequence, predict their binding affinity value. This is MHC class II binding data. From a dataset of Peptide-MHC class II binding affinity with 134,281 pairs from IEDB. The peptide sequence is GAQLGELYYAIYKAS. The MHC is HLA-DQA10501-DQB10201 with pseudo-sequence HLA-DQA10501-DQB10201. The binding affinity (normalized) is 0.333.